Dataset: Full USPTO retrosynthesis dataset with 1.9M reactions from patents (1976-2016). Task: Predict the reactants needed to synthesize the given product. (1) Given the product [Cu:1].[CH3:2][C:107]12[C:108](=[O:109])[N:110]([C:114]3[CH:115]=[C:116]([Cl:121])[CH:117]=[C:118]([Cl:120])[CH:119]=3)[C:111](=[O:112])[C:122]1([CH3:123])[CH2:106]2, predict the reactants needed to synthesize it. The reactants are: [Cu:1].[CH2:2]1[C@H](N[C@@H]2[C@H](O)[C@@H](O)[C@H](O)C(CO)=C2)[C@H](O)[C@@H](O)[C@H](O[C@@H]2O[C@H](CO)[C@@H](O)[C@H](O)[C@H]2O)[C@H]1CO.[Cu].C1[C@H](N[C@@H]2[C@H](O)[C@@H](O)[C@H](O)C(CO)=C2)[C@H](O)[C@@H](O)[C@H](O[C@@H]2O[C@H](CO)[C@@H](O)[C@H](O)[C@H]2O)[C@H]1CO.C1OC(=O)C2C(Cl)=C(Cl)C(Cl)=C(Cl)C1=2.[Cu].CO/N=C(/C1C=CC(Cl)=CC=1Cl)\CC1C=CC=NC=1.[Cu+].[CH3:106][C:107]1([CH:122]=[CH2:123])O[C:111](=[O:112])[N:110]([C:114]2[CH:115]=[C:116]([Cl:121])[CH:117]=[C:118]([Cl:120])[CH:119]=2)[C:108]1=[O:109].[Cu].C1OC(=O)C2C(Cl)=C(Cl)C(Cl)=C(Cl)C1=2. (2) Given the product [CH2:1]([N:8]1[CH2:13][CH2:12][CH:11]([CH3:14])[CH:10]([NH:15][C:16](=[O:19])[O:17][CH3:18])[CH2:9]1)[C:2]1[CH:3]=[CH:4][CH:5]=[CH:6][CH:7]=1, predict the reactants needed to synthesize it. The reactants are: [CH2:1]([N:8]1[CH2:13][CH2:12][C:11]([CH3:14])=[C:10]([NH:15][C:16](=[O:19])[O:17][CH3:18])[CH2:9]1)[C:2]1[CH:7]=[CH:6][CH:5]=[CH:4][CH:3]=1.[H][H].